From a dataset of Catalyst prediction with 721,799 reactions and 888 catalyst types from USPTO. Predict which catalyst facilitates the given reaction. (1) Reactant: Cl[C:2]1[CH:7]=[CH:6][N:5]=[C:4]2[NH:8][CH:9]=[CH:10][C:3]=12.[C:11]([O:15][C:16]([N:18]1[CH2:23][CH2:22][NH:21][CH2:20][CH2:19]1)=[O:17])([CH3:14])([CH3:13])[CH3:12].C(Cl)Cl. Product: [C:11]([O:15][C:16]([N:18]1[CH2:23][CH2:22][N:21]([C:2]2[CH:7]=[CH:6][N:5]=[C:4]3[NH:8][CH:9]=[CH:10][C:3]=23)[CH2:20][CH2:19]1)=[O:17])([CH3:14])([CH3:12])[CH3:13]. The catalyst class is: 3. (2) Reactant: [C:1]([O:5][C:6]([N:8]1[CH2:13][CH2:12][N:11]([C:14]2[CH:15]=[N:16][C:17]([N+:20]([O-])=O)=[CH:18][CH:19]=2)[CH2:10][CH2:9]1)=[O:7])([CH3:4])([CH3:3])[CH3:2]. Product: [C:1]([O:5][C:6]([N:8]1[CH2:13][CH2:12][N:11]([C:14]2[CH:15]=[N:16][C:17]([NH2:20])=[CH:18][CH:19]=2)[CH2:10][CH2:9]1)=[O:7])([CH3:4])([CH3:2])[CH3:3]. The catalyst class is: 579. (3) Product: [NH2:10][CH2:9][CH:8]([NH:7][C:6](=[O:24])[O:5][C:1]([CH3:2])([CH3:4])[CH3:3])[CH:21]([CH3:23])[CH3:22]. The catalyst class is: 8. Reactant: [C:1]([O:5][C:6](=[O:24])[NH:7][CH:8]([CH:21]([CH3:23])[CH3:22])[CH2:9][N:10]1C(=O)C2C(=CC=CC=2)C1=O)([CH3:4])([CH3:3])[CH3:2].O.NN. (4) Reactant: [Cl:1][C:2]1[CH:10]=[C:9]2[C:5]([C:6]([C:11](=[O:16])[C:12]([F:15])([F:14])[F:13])=[CH:7][NH:8]2)=[CH:4][CH:3]=1.C(=O)([O-])[O-].[K+].[K+].I[CH:24]([CH3:26])[CH3:25]. Product: [Cl:1][C:2]1[CH:10]=[C:9]2[C:5]([C:6]([C:11](=[O:16])[C:12]([F:13])([F:14])[F:15])=[CH:7][N:8]2[CH:24]([CH3:26])[CH3:25])=[CH:4][CH:3]=1. The catalyst class is: 9. (5) Reactant: [C:4]([O:6][CH3:7])(=[O:5])[CH2:3][CH2:3][C:4]([O:6][CH3:7])=[O:5].C[O-:12].[Na+].[Br:14][C:15]1[CH:22]=[CH:21][C:20]([F:23])=[CH:19][C:16]=1[CH:17]=O.[CH2:24]([O:26][CH2:27][CH3:28])[CH3:25]. Product: [CH3:7][O:6][C:4]([C:3]1[CH:25]=[C:24]([O:26][C:27](=[O:12])[CH3:28])[C:19]2[C:16](=[C:15]([Br:14])[CH:22]=[CH:21][C:20]=2[F:23])[CH:17]=1)=[O:5]. The catalyst class is: 93.